Dataset: Full USPTO retrosynthesis dataset with 1.9M reactions from patents (1976-2016). Task: Predict the reactants needed to synthesize the given product. Given the product [C:34]([OH:41])(=[O:40])/[CH:35]=[CH:36]\[C:37]([OH:39])=[O:38].[NH2:1][C:2]1[N:7]=[C:6]([N:8]2[C:17]3[C:12](=[CH:13][C:14]([F:27])=[C:15]([N:19]4[CH2:20][CH:21]([NH:23][CH:24]([CH3:26])[CH3:25])[CH2:22]4)[C:16]=3[Br:18])[C:11](=[O:28])[C:10]([C:29]([OH:31])=[O:30])=[CH:9]2)[C:5]([F:32])=[CH:4][C:3]=1[F:33], predict the reactants needed to synthesize it. The reactants are: [NH2:1][C:2]1[N:7]=[C:6]([N:8]2[C:17]3[C:12](=[CH:13][C:14]([F:27])=[C:15]([N:19]4[CH2:22][CH:21]([NH:23][CH:24]([CH3:26])[CH3:25])[CH2:20]4)[C:16]=3[Br:18])[C:11](=[O:28])[C:10]([C:29]([OH:31])=[O:30])=[CH:9]2)[C:5]([F:32])=[CH:4][C:3]=1[F:33].[C:34]([OH:41])(=[O:40])/[CH:35]=[CH:36]\[C:37]([OH:39])=[O:38].C(O)C.